Dataset: Merck oncology drug combination screen with 23,052 pairs across 39 cell lines. Task: Regression. Given two drug SMILES strings and cell line genomic features, predict the synergy score measuring deviation from expected non-interaction effect. (1) Drug 1: O=C(NOCC(O)CO)c1ccc(F)c(F)c1Nc1ccc(I)cc1F. Drug 2: NC1CCCCC1N.O=C(O)C(=O)O.[Pt+2]. Cell line: ZR751. Synergy scores: synergy=3.83. (2) Synergy scores: synergy=13.0. Drug 2: N#Cc1ccc(Cn2cncc2CN2CCN(c3cccc(Cl)c3)C(=O)C2)cc1. Cell line: UWB1289. Drug 1: CC1CC2C3CCC4=CC(=O)C=CC4(C)C3(F)C(O)CC2(C)C1(O)C(=O)CO. (3) Drug 1: COC1=C2CC(C)CC(OC)C(O)C(C)C=C(C)C(OC(N)=O)C(OC)C=CC=C(C)C(=O)NC(=CC1=O)C2=O. Drug 2: Cn1c(=O)n(-c2ccc(C(C)(C)C#N)cc2)c2c3cc(-c4cnc5ccccc5c4)ccc3ncc21. Cell line: NCIH460. Synergy scores: synergy=34.0. (4) Drug 1: CCC1=CC2CN(C1)Cc1c([nH]c3ccccc13)C(C(=O)OC)(c1cc3c(cc1OC)N(C)C1C(O)(C(=O)OC)C(OC(C)=O)C4(CC)C=CCN5CCC31C54)C2. Drug 2: CCN(CC)CCNC(=O)c1c(C)[nH]c(C=C2C(=O)Nc3ccc(F)cc32)c1C. Cell line: SKMES1. Synergy scores: synergy=2.82. (5) Drug 1: NC1(c2ccc(-c3nc4ccn5c(=O)[nH]nc5c4cc3-c3ccccc3)cc2)CCC1. Drug 2: CNC(=O)c1cc(Oc2ccc(NC(=O)Nc3ccc(Cl)c(C(F)(F)F)c3)cc2)ccn1. Cell line: EFM192B. Synergy scores: synergy=-9.05. (6) Drug 1: CC(C)CC(NC(=O)C(Cc1ccccc1)NC(=O)c1cnccn1)B(O)O. Drug 2: Cn1cc(-c2cnn3c(N)c(Br)c(C4CCCNC4)nc23)cn1. Cell line: NCIH23. Synergy scores: synergy=-18.1. (7) Drug 1: O=C(CCCCCCC(=O)Nc1ccccc1)NO. Drug 2: CCc1cnn2c(NCc3ccc[n+]([O-])c3)cc(N3CCCCC3CCO)nc12. Cell line: A2780. Synergy scores: synergy=-15.5.